From a dataset of NCI-60 drug combinations with 297,098 pairs across 59 cell lines. Regression. Given two drug SMILES strings and cell line genomic features, predict the synergy score measuring deviation from expected non-interaction effect. (1) Drug 1: C(=O)(N)NO. Drug 2: C1=NC2=C(N=C(N=C2N1C3C(C(C(O3)CO)O)F)Cl)N. Cell line: SF-539. Synergy scores: CSS=1.04, Synergy_ZIP=-1.000, Synergy_Bliss=-2.64, Synergy_Loewe=-1.80, Synergy_HSA=-4.19. (2) Drug 1: C1CC(=O)NC(=O)C1N2C(=O)C3=CC=CC=C3C2=O. Drug 2: C1C(C(OC1N2C=NC(=NC2=O)N)CO)O. Cell line: CAKI-1. Synergy scores: CSS=-0.829, Synergy_ZIP=0.772, Synergy_Bliss=1.21, Synergy_Loewe=-3.34, Synergy_HSA=-3.71. (3) Drug 1: C(=O)(N)NO. Drug 2: CC(C)CN1C=NC2=C1C3=CC=CC=C3N=C2N. Cell line: NCI-H522. Synergy scores: CSS=4.11, Synergy_ZIP=-2.76, Synergy_Bliss=-1.89, Synergy_Loewe=-0.819, Synergy_HSA=-0.816. (4) Drug 1: C1=CC(=CC=C1CCCC(=O)O)N(CCCl)CCCl. Drug 2: C1=NC2=C(N1)C(=S)N=C(N2)N. Cell line: HOP-62. Synergy scores: CSS=40.6, Synergy_ZIP=-2.70, Synergy_Bliss=-3.10, Synergy_Loewe=-0.0806, Synergy_HSA=2.10.